This data is from Forward reaction prediction with 1.9M reactions from USPTO patents (1976-2016). The task is: Predict the product of the given reaction. Given the reactants Br[C:2]1[CH:7]=[CH:6][C:5]([CH:8]2[N:12]([C:13]3[CH:18]=[CH:17][C:16]([F:19])=[CH:15][C:14]=3[F:20])[N:11]=[C:10]([C:21]([C:27]([F:30])([F:29])[F:28])([C:23]([F:26])([F:25])[F:24])[OH:22])[CH2:9]2)=[CH:4][CH:3]=1.[CH3:31][S:32][C:33]1[CH:34]=[C:35](B(O)O)[CH:36]=[CH:37][CH:38]=1.C(O)C.C(=O)([O-])[O-].[Na+].[Na+], predict the reaction product. The product is: [F:20][C:14]1[CH:15]=[C:16]([F:19])[CH:17]=[CH:18][C:13]=1[N:12]1[CH:8]([C:5]2[CH:6]=[CH:7][C:2]([C:37]3[CH:36]=[CH:35][CH:34]=[C:33]([S:32][CH3:31])[CH:38]=3)=[CH:3][CH:4]=2)[CH2:9][C:10]([C:21]([C:27]([F:29])([F:30])[F:28])([C:23]([F:25])([F:26])[F:24])[OH:22])=[N:11]1.